From a dataset of Full USPTO retrosynthesis dataset with 1.9M reactions from patents (1976-2016). Predict the reactants needed to synthesize the given product. The reactants are: C([Li])CCC.[S:6]1[CH:10]=[CH:9][N:8]=[CH:7]1.[C:11]([O:15][C:16]([N:18]1[CH2:23][CH2:22][CH:21]([CH:24]([C:39]([O:41][CH2:42][CH3:43])=[O:40])[N:25]2[CH2:30][CH:29]=[C:28](OS(C(F)(F)F)(=O)=O)[CH2:27][CH2:26]2)[CH2:20][CH2:19]1)=[O:17])([CH3:14])([CH3:13])[CH3:12]. Given the product [C:11]([O:15][C:16]([N:18]1[CH2:23][CH2:22][CH:21]([CH:24]([C:39]([O:41][CH2:42][CH3:43])=[O:40])[N:25]2[CH2:26][CH:27]=[C:28]([C:7]3[S:6][CH:10]=[CH:9][N:8]=3)[CH2:29][CH2:30]2)[CH2:20][CH2:19]1)=[O:17])([CH3:14])([CH3:13])[CH3:12], predict the reactants needed to synthesize it.